This data is from Full USPTO retrosynthesis dataset with 1.9M reactions from patents (1976-2016). The task is: Predict the reactants needed to synthesize the given product. (1) Given the product [Cl:23][C:20]1[CH:19]=[CH:18][C:17]([CH2:16][C@@H:15]([NH:24][C:25]([C@@H:27]2[CH2:36][C:35]3[C:30](=[CH:31][CH:32]=[CH:33][CH:34]=3)[CH2:29][N:28]2[C:37]([O:39][C:40]([CH3:41])([CH3:43])[CH3:42])=[O:38])=[O:26])[C:14]([N:11]2[CH2:12][CH2:13][CH:8]([C:3]3[CH:4]=[CH:5][CH:6]=[CH:7][C:2]=3[NH:1][C:47]([NH:46][CH3:45])=[O:48])[CH2:9][CH2:10]2)=[O:44])=[CH:22][CH:21]=1, predict the reactants needed to synthesize it. The reactants are: [NH2:1][C:2]1[CH:7]=[CH:6][CH:5]=[CH:4][C:3]=1[CH:8]1[CH2:13][CH2:12][N:11]([C:14](=[O:44])[C@H:15]([NH:24][C:25]([C@@H:27]2[CH2:36][C:35]3[C:30](=[CH:31][CH:32]=[CH:33][CH:34]=3)[CH2:29][N:28]2[C:37]([O:39][C:40]([CH3:43])([CH3:42])[CH3:41])=[O:38])=[O:26])[CH2:16][C:17]2[CH:22]=[CH:21][C:20]([Cl:23])=[CH:19][CH:18]=2)[CH2:10][CH2:9]1.[CH3:45][N:46]=[C:47]=[O:48]. (2) Given the product [CH:1]([O:4][C:5]([N:7]1[CH2:13][CH2:12][CH2:11][CH:10]([N:14]([C:42](=[O:44])[CH3:43])[CH2:15][C:16]2[CH:17]=[C:18]([C:26]([F:29])([F:28])[F:27])[CH:19]=[C:20]([C:22]([F:25])([F:23])[F:24])[CH:21]=2)[C:9]2[CH:30]=[C:31]([Br:35])[C:32]([Cl:34])=[CH:33][C:8]1=2)=[O:6])([CH3:3])[CH3:2], predict the reactants needed to synthesize it. The reactants are: [CH:1]([O:4][C:5]([N:7]1[CH2:13][CH2:12][CH2:11][CH:10]([NH:14][CH2:15][C:16]2[CH:21]=[C:20]([C:22]([F:25])([F:24])[F:23])[CH:19]=[C:18]([C:26]([F:29])([F:28])[F:27])[CH:17]=2)[C:9]2[CH:30]=[C:31]([Br:35])[C:32]([Cl:34])=[CH:33][C:8]1=2)=[O:6])([CH3:3])[CH3:2].N1C=CC=CC=1.[C:42](OC(=O)C)(=[O:44])[CH3:43]. (3) Given the product [CH3:25][N:24]([CH2:26][C:27]1[CH:28]=[CH:29][C:30]([NH:31]/[C:13](=[C:6]2\[C:5](=[O:22])[NH:4][C:12]3[C:7]\2=[CH:8][CH:9]=[CH:10][CH:11]=3)/[C:14]2[CH:19]=[CH:18][CH:17]=[C:16]([Cl:20])[CH:15]=2)=[CH:32][CH:33]=1)[CH3:23], predict the reactants needed to synthesize it. The reactants are: C([N:4]1[C:12]2[C:7](=[CH:8][CH:9]=[CH:10][CH:11]=2)[C:6](=[C:13](Cl)[C:14]2[CH:19]=[CH:18][CH:17]=[C:16]([Cl:20])[CH:15]=2)[C:5]1=[O:22])(=O)C.[CH3:23][N:24]([CH2:26][C:27]1[CH:33]=[CH:32][C:30]([NH2:31])=[CH:29][CH:28]=1)[CH3:25].[OH-].[Na+]. (4) Given the product [N+:1]([C:4]1[CH:9]=[CH:8][CH:7]=[CH:6][C:5]=1[O:10][CH:12]([CH2:18][CH2:19][CH3:20])[C:13]([O:15][CH2:16][CH3:17])=[O:14])([O-:3])=[O:2], predict the reactants needed to synthesize it. The reactants are: [N+:1]([C:4]1[CH:9]=[CH:8][CH:7]=[CH:6][C:5]=1[OH:10])([O-:3])=[O:2].Br[CH:12]([CH2:18][CH2:19][CH3:20])[C:13]([O:15][CH2:16][CH3:17])=[O:14]. (5) Given the product [CH3:1][O:2][CH2:3][C:4]([NH:6][C:8](=[O:9])[NH:32][C:29]1[CH:28]=[CH:27][C:26]([O:25][C:23]2[CH:22]=[CH:21][N:20]=[C:19]([C:17]3[CH:16]=[N:15][N:14]([CH3:13])[CH:18]=3)[CH:24]=2)=[CH:31][N:30]=1)=[O:5], predict the reactants needed to synthesize it. The reactants are: [CH3:1][O:2][CH2:3][C:4]([NH2:6])=[O:5].C(Cl)(=O)[C:8](Cl)=[O:9].[CH3:13][N:14]1[CH:18]=[C:17]([C:19]2[CH:24]=[C:23]([O:25][C:26]3[CH:27]=[CH:28][C:29]([NH2:32])=[N:30][CH:31]=3)[CH:22]=[CH:21][N:20]=2)[CH:16]=[N:15]1.N1C=CC=CC=1. (6) The reactants are: O.C1(C)C=CC(S(O)(=O)=O)=CC=1.[Br:13][C:14]1[CH:15]=[C:16]2[C:21](=[CH:22][CH:23]=1)[C:20](=[O:24])[N:19]([CH2:25][CH:26]1[CH2:31][CH2:30][N:29]([CH2:32][C:33]3[O:37][N:36]=[C:35]([C:38]4[CH:43]=[CH:42][CH:41]=[CH:40][CH:39]=4)[CH:34]=3)[CH2:28][CH2:27]1)[C:18](O)([C:44]([O:46][CH3:47])=[O:45])[CH:17]2[C:49]1[CH:54]=[CH:53][CH:52]=[CH:51][CH:50]=1. Given the product [Br:13][C:14]1[CH:15]=[C:16]2[C:21](=[CH:22][CH:23]=1)[C:20](=[O:24])[N:19]([CH2:25][CH:26]1[CH2:31][CH2:30][N:29]([CH2:32][C:33]3[O:37][N:36]=[C:35]([C:38]4[CH:43]=[CH:42][CH:41]=[CH:40][CH:39]=4)[CH:34]=3)[CH2:28][CH2:27]1)[C:18]([C:44]([O:46][CH3:47])=[O:45])=[C:17]2[C:49]1[CH:54]=[CH:53][CH:52]=[CH:51][CH:50]=1, predict the reactants needed to synthesize it.